From a dataset of Catalyst prediction with 721,799 reactions and 888 catalyst types from USPTO. Predict which catalyst facilitates the given reaction. (1) Reactant: [C:1]([O:5][C:6](=[O:24])[NH:7][CH:8]([CH2:17][C:18]1[CH:23]=[CH:22][CH:21]=[CH:20][CH:19]=1)[CH:9]([OH:16])[CH2:10][NH:11][CH2:12][CH:13]([CH3:15])[CH3:14])([CH3:4])([CH3:3])[CH3:2].[CH3:25][C:26]1[C:34]2[C:29](=[CH:30][CH:31]=[C:32]([S:35](Cl)(=[O:37])=[O:36])[CH:33]=2)[NH:28][N:27]=1.C([O-])(O)=O.[Na+].CCCCCC. Product: [C:1]([O:5][C:6](=[O:24])[NH:7][CH:8]([CH2:17][C:18]1[CH:19]=[CH:20][CH:21]=[CH:22][CH:23]=1)[CH:9]([OH:16])[CH2:10][N:11]([CH2:12][CH:13]([CH3:14])[CH3:15])[S:35]([C:32]1[CH:33]=[C:34]2[C:29](=[CH:30][CH:31]=1)[NH:28][N:27]=[C:26]2[CH3:25])(=[O:37])=[O:36])([CH3:3])([CH3:4])[CH3:2]. The catalyst class is: 4. (2) Reactant: [O:1]=[C:2]1[CH2:19][CH2:18][C@@:17]2([CH3:20])[C:4]([CH2:5][CH2:6][C@@H:7]3[C@@H:16]2[CH2:15][CH2:14][C@@:12]2([CH3:13])[C@H:8]3[CH2:9][CH2:10][C@@H:11]2[C:21]([NH:23][C:24]2[CH:29]=[CH:28][CH:27]=[CH:26][C:25]=2[C:30]([F:33])([F:32])[F:31])=[O:22])=[CH:3]1.C1(Cl)C(=O)C(Cl)=C(Cl)C(=O)C=1Cl. Product: [O:1]=[C:2]1[CH2:19][CH2:18][C@@:17]2([CH3:20])[C:4]([CH:5]=[CH:6][C@@H:7]3[C@@H:16]2[CH2:15][CH2:14][C@@:12]2([CH3:13])[C@H:8]3[CH2:9][CH2:10][C@@H:11]2[C:21]([NH:23][C:24]2[CH:29]=[CH:28][CH:27]=[CH:26][C:25]=2[C:30]([F:31])([F:32])[F:33])=[O:22])=[CH:3]1. The catalyst class is: 107. (3) Reactant: [Cl:1][C:2]1[CH:7]=[CH:6][C:5]([NH:8][C:9]([NH:11][C:12]2[C:21]3[CH2:20][C:19]([O:22]CC)=[CH:18][CH2:17][C:16]=3[CH:15]=[CH:14][CH:13]=2)=[O:10])=[CH:4][C:3]=1[C:25]([F:28])([F:27])[F:26].Cl.C(=O)(O)[O-].[Na+]. Product: [Cl:1][C:2]1[CH:7]=[CH:6][C:5]([NH:8][C:9]([NH:11][C:12]2[C:21]3[CH2:20][C:19](=[O:22])[CH2:18][CH2:17][C:16]=3[CH:15]=[CH:14][CH:13]=2)=[O:10])=[CH:4][C:3]=1[C:25]([F:26])([F:27])[F:28]. The catalyst class is: 7. (4) Reactant: Cl[C:2]1[CH:9]=[CH:8][C:5]([CH:6]=[O:7])=[C:4]([O:10][CH3:11])[N:3]=1.[CH:12]1(B(O)O)[CH2:14][CH2:13]1.C(=O)([O-])[O-].[Na+].[Na+]. Product: [CH:12]1([C:2]2[CH:9]=[CH:8][C:5]([CH:6]=[O:7])=[C:4]([O:10][CH3:11])[N:3]=2)[CH2:14][CH2:13]1. The catalyst class is: 882. (5) Reactant: C(OC(=O)[NH:7][C:8]1[CH:13]=[CH:12][C:11]([C:14]2[S:18][C:17]([C:19]3([OH:27])[CH2:24][CH2:23][N:22]([CH2:25][CH3:26])[CH2:21][CH2:20]3)=[N:16][CH:15]=2)=[CH:10][C:9]=1[F:28])(C)(C)C.FC(F)(F)C(O)=O. Product: [NH2:7][C:8]1[CH:13]=[CH:12][C:11]([C:14]2[S:18][C:17]([C:19]3([OH:27])[CH2:24][CH2:23][N:22]([CH2:25][CH3:26])[CH2:21][CH2:20]3)=[N:16][CH:15]=2)=[CH:10][C:9]=1[F:28]. The catalyst class is: 4. (6) Reactant: [CH3:1][N:2]([CH:4]([CH:7]1[CH2:16][CH2:15][C:10]2([O:14][CH2:13][CH2:12][O:11]2)[CH2:9][CH2:8]1)[C:5]#N)[CH3:3].[C:17]1([Mg]Cl)[CH:22]=[CH:21]C=[CH:19][CH:18]=1.[Cl-].[NH4+].O. Product: [O:14]1[C:10]2([CH2:15][CH2:16][CH:7]([CH:4]([N:2]([CH3:3])[CH3:1])[C:5]3[CH:21]=[CH:22][CH:17]=[CH:18][CH:19]=3)[CH2:8][CH2:9]2)[O:11][CH2:12][CH2:13]1. The catalyst class is: 165. (7) Reactant: [N:1]([C:4]1[CH:19]=[C:18]([F:20])[CH:17]=[CH:16][C:5]=1[C:6]([NH:8][C:9]1[CH:14]=[CH:13][C:12]([Cl:15])=[CH:11][CH:10]=1)=O)=[N+]=[N-].C(Cl)[Cl:22]. Product: [Cl:22][C:6]1[N:8]([C:9]2[CH:14]=[CH:13][C:12]([Cl:15])=[CH:11][CH:10]=2)[N:1]=[C:4]2[C:5]=1[CH:16]=[CH:17][C:18]([F:20])=[CH:19]2. The catalyst class is: 309.